Dataset: Reaction yield outcomes from USPTO patents with 853,638 reactions. Task: Predict the reaction yield, written as a fraction of the theoretical maximum amount of product (1.0 means a 100% yield; for example, 0.34 means a 34% yield). The reactants are [CH3:1][O:2][C:3]1[C:8]([C:9]2[CH:14]=[CH:13][C:12]([C:15]([F:18])([F:17])[F:16])=[CH:11][CH:10]=2)=[CH:7][C:6]([C:19]#[N:20])=[CH:5][CH:4]=1.[H][H]. The catalyst is [Pd].C(O)C. The product is [CH3:1][O:2][C:3]1[C:8]([C:9]2[CH:14]=[CH:13][C:12]([C:15]([F:16])([F:18])[F:17])=[CH:11][CH:10]=2)=[CH:7][C:6]([CH2:19][NH2:20])=[CH:5][CH:4]=1. The yield is 0.700.